From a dataset of Peptide-MHC class II binding affinity with 134,281 pairs from IEDB. Regression. Given a peptide amino acid sequence and an MHC pseudo amino acid sequence, predict their binding affinity value. This is MHC class II binding data. (1) The MHC is DRB1_0405 with pseudo-sequence DRB1_0405. The peptide sequence is SRWSSPDNVKPIYIV. The binding affinity (normalized) is 0.139. (2) The peptide sequence is SVLLVVALFAVFLGS. The MHC is HLA-DPA10103-DPB10301 with pseudo-sequence HLA-DPA10103-DPB10301. The binding affinity (normalized) is 0.